From a dataset of NCI-60 drug combinations with 297,098 pairs across 59 cell lines. Regression. Given two drug SMILES strings and cell line genomic features, predict the synergy score measuring deviation from expected non-interaction effect. (1) Drug 1: CC1OCC2C(O1)C(C(C(O2)OC3C4COC(=O)C4C(C5=CC6=C(C=C35)OCO6)C7=CC(=C(C(=C7)OC)O)OC)O)O. Drug 2: CC1C(C(=O)NC(C(=O)N2CCCC2C(=O)N(CC(=O)N(C(C(=O)O1)C(C)C)C)C)C(C)C)NC(=O)C3=C4C(=C(C=C3)C)OC5=C(C(=O)C(=C(C5=N4)C(=O)NC6C(OC(=O)C(N(C(=O)CN(C(=O)C7CCCN7C(=O)C(NC6=O)C(C)C)C)C)C(C)C)C)N)C. Cell line: OVCAR-5. Synergy scores: CSS=12.0, Synergy_ZIP=2.87, Synergy_Bliss=7.87, Synergy_Loewe=7.48, Synergy_HSA=7.27. (2) Drug 1: COC1=C(C=C2C(=C1)N=CN=C2NC3=CC(=C(C=C3)F)Cl)OCCCN4CCOCC4. Drug 2: CC1CCC2CC(C(=CC=CC=CC(CC(C(=O)C(C(C(=CC(C(=O)CC(OC(=O)C3CCCCN3C(=O)C(=O)C1(O2)O)C(C)CC4CCC(C(C4)OC)O)C)C)O)OC)C)C)C)OC. Cell line: HT29. Synergy scores: CSS=47.3, Synergy_ZIP=-3.27, Synergy_Bliss=-1.56, Synergy_Loewe=3.20, Synergy_HSA=3.71. (3) Drug 1: C1=CC(=CC=C1CC(C(=O)O)N)N(CCCl)CCCl.Cl. Cell line: NCI-H226. Drug 2: CC1=C2C(C(=O)C3(C(CC4C(C3C(C(C2(C)C)(CC1OC(=O)C(C(C5=CC=CC=C5)NC(=O)C6=CC=CC=C6)O)O)OC(=O)C7=CC=CC=C7)(CO4)OC(=O)C)O)C)OC(=O)C. Synergy scores: CSS=22.4, Synergy_ZIP=-6.54, Synergy_Bliss=-3.24, Synergy_Loewe=-39.3, Synergy_HSA=-2.75. (4) Drug 2: N.N.Cl[Pt+2]Cl. Drug 1: C1CC(C1)(C(=O)O)C(=O)O.[NH2-].[NH2-].[Pt+2]. Cell line: NCI-H322M. Synergy scores: CSS=-2.51, Synergy_ZIP=2.60, Synergy_Bliss=1.41, Synergy_Loewe=-5.74, Synergy_HSA=-4.49. (5) Drug 1: CC=C1C(=O)NC(C(=O)OC2CC(=O)NC(C(=O)NC(CSSCCC=C2)C(=O)N1)C(C)C)C(C)C. Drug 2: CCN(CC)CCNC(=O)C1=C(NC(=C1C)C=C2C3=C(C=CC(=C3)F)NC2=O)C. Cell line: TK-10. Synergy scores: CSS=25.4, Synergy_ZIP=5.80, Synergy_Bliss=1.06, Synergy_Loewe=2.58, Synergy_HSA=2.82. (6) Drug 1: CC(C1=C(C=CC(=C1Cl)F)Cl)OC2=C(N=CC(=C2)C3=CN(N=C3)C4CCNCC4)N. Drug 2: CC1=C(C=C(C=C1)NC2=NC=CC(=N2)N(C)C3=CC4=NN(C(=C4C=C3)C)C)S(=O)(=O)N.Cl. Cell line: RXF 393. Synergy scores: CSS=5.25, Synergy_ZIP=-1.13, Synergy_Bliss=2.89, Synergy_Loewe=3.72, Synergy_HSA=4.32. (7) Cell line: NCI-H226. Drug 1: C1C(C(OC1N2C=NC3=C(N=C(N=C32)Cl)N)CO)O. Synergy scores: CSS=-5.41, Synergy_ZIP=2.29, Synergy_Bliss=-1.01, Synergy_Loewe=-4.50, Synergy_HSA=-4.99. Drug 2: COC1=C2C(=CC3=C1OC=C3)C=CC(=O)O2.